This data is from Reaction yield outcomes from USPTO patents with 853,638 reactions. The task is: Predict the reaction yield, written as a fraction of the theoretical maximum amount of product (1.0 means a 100% yield; for example, 0.34 means a 34% yield). (1) The reactants are [CH3:1][N:2]1[CH2:11][CH2:10][C:9]2[C:4](=[CH:5][CH:6]=[C:7]([O:12][CH3:13])[CH:8]=2)[C:3]1=[O:14].[N+:15]([O-])([OH:17])=[O:16]. The catalyst is OS(O)(=O)=O.O. The product is [CH3:1][N:2]1[CH2:11][CH2:10][C:9]2[C:4](=[CH:5][C:6]([N+:15]([O-:17])=[O:16])=[C:7]([O:12][CH3:13])[CH:8]=2)[C:3]1=[O:14]. The yield is 0.758. (2) The reactants are S([O-])(O)(=O)=O.[Br:6][C:7]1[CH:8]=[CH:9][C:10]2[C:19]([N:20]=1)=[C:18]1[C:13]([CH:14]=[CH:15][CH:16]=[N+:17]1[CH3:21])=[CH:12][CH:11]=2.[OH-:22].[Na+]. The catalyst is [Fe-3](C#N)(C#N)(C#N)(C#N)(C#N)C#N.[K+].[K+].[K+]. The product is [Br:6][C:7]1[CH:8]=[CH:9][C:10]2[C:19]([N:20]=1)=[C:18]1[C:13]([CH:14]=[CH:15][C:16](=[O:22])[N:17]1[CH3:21])=[CH:12][CH:11]=2. The yield is 0.820. (3) The reactants are C([O:4][C:5]1[N:10]=[C:9]2[N:11](C(=O)C)[CH:12]=[CH:13][C:8]2=[CH:7][CH:6]=1)(=O)C.C([O-])([O-])=O.[K+].[K+]. The catalyst is CO.O. The product is [NH:11]1[C:9]2=[N:10][C:5]([OH:4])=[CH:6][CH:7]=[C:8]2[CH:13]=[CH:12]1. The yield is 0.600. (4) The reactants are [Br:1][C:2]1[CH:7]=[CH:6][C:5]([N:8]=[C:9]=S)=[CH:4][CH:3]=1.[NH2:11][C:12]1[CH:17]=[C:16]([CH2:18][CH3:19])[CH:15]=[CH:14][C:13]=1[OH:20].C(N(CC)CC)C. The catalyst is O1CCCC1.S([O-])([O-])(=O)=O.[Cu+2]. The product is [Br:1][C:2]1[CH:7]=[CH:6][C:5]([NH:8][C:9]2[O:20][C:13]3[CH:14]=[CH:15][C:16]([CH2:18][CH3:19])=[CH:17][C:12]=3[N:11]=2)=[CH:4][CH:3]=1. The yield is 0.460.